From a dataset of Catalyst prediction with 721,799 reactions and 888 catalyst types from USPTO. Predict which catalyst facilitates the given reaction. (1) Reactant: [Cl:1][C:2]1[C:3]([NH:11][C:12]2[CH:16]=[C:15]([CH:17]3[CH2:19][CH2:18]3)[NH:14][N:13]=2)=[N:4][C:5]([C:8]([NH2:10])=O)=[N:6][CH:7]=1.COC1C=CC(P2(SP(C3C=CC(OC)=CC=3)(=S)S2)=[S:29])=CC=1. Product: [Cl:1][C:2]1[C:3]([NH:11][C:12]2[CH:16]=[C:15]([CH:17]3[CH2:19][CH2:18]3)[NH:14][N:13]=2)=[N:4][C:5]([C:8](=[S:29])[NH2:10])=[N:6][CH:7]=1. The catalyst class is: 247. (2) Reactant: [AlH4-].[Li+].[C:3]1([C@@H:9]2[CH2:13][NH:12][C@H:11]([C:14](OC)=[O:15])[CH2:10]2)[CH:8]=[CH:7][CH:6]=[CH:5][CH:4]=1. Product: [C:3]1([C@@H:9]2[CH2:13][NH:12][C@H:11]([CH2:14][OH:15])[CH2:10]2)[CH:4]=[CH:5][CH:6]=[CH:7][CH:8]=1. The catalyst class is: 7. (3) The catalyst class is: 34. Reactant: [CH2:1]([O:4][C:5]1([CH3:35])[CH2:10][CH2:9][N:8]([C:11]2[N:16]3[N:17]=[C:18]([C:20](O)=[O:21])[CH:19]=[C:15]3[N:14]=[C:13]([CH3:23])[C:12]=2[C@H:24]([O:30][C:31]([CH3:34])([CH3:33])[CH3:32])[C:25]([O:27][CH2:28][CH3:29])=[O:26])[CH2:7][CH2:6]1)[CH:2]=[CH2:3].C(Cl)(=O)C(Cl)=O.[NH2:42][CH2:43][CH:44]([OH:60])[CH2:45][C:46]1[CH:51]=[CH:50][CH:49]=[CH:48][C:47]=1[O:52][Si:53]([C:56]([CH3:59])([CH3:58])[CH3:57])([CH3:55])[CH3:54].Cl.CCN(C(C)C)C(C)C. Product: [CH2:1]([O:4][C:5]1([CH3:35])[CH2:10][CH2:9][N:8]([C:11]2[N:16]3[N:17]=[C:18]([C:20](=[O:21])[NH:42][CH2:43][CH:44]([OH:60])[CH2:45][C:46]4[CH:51]=[CH:50][CH:49]=[CH:48][C:47]=4[O:52][Si:53]([C:56]([CH3:57])([CH3:59])[CH3:58])([CH3:54])[CH3:55])[CH:19]=[C:15]3[N:14]=[C:13]([CH3:23])[C:12]=2[C@H:24]([O:30][C:31]([CH3:34])([CH3:33])[CH3:32])[C:25]([O:27][CH2:28][CH3:29])=[O:26])[CH2:7][CH2:6]1)[CH:2]=[CH2:3]. (4) Reactant: [Cl:1][C:2]1[CH:3]=[CH:4][C:5]([NH2:23])=[C:6]2[C:10]=1[N:9]=[C:8]1[N:11]([C:15]3[CH:20]=[CH:19][C:18]([Cl:21])=[CH:17][C:16]=3[Cl:22])[CH2:12][CH2:13][CH2:14][N:7]21.[CH:24](=O)[CH3:25].[C:27](O[BH-](OC(=O)C)OC(=O)C)(=O)[CH3:28].[Na+]. Product: [Cl:1][C:2]1[CH:3]=[CH:4][C:5]([N:23]([CH2:24][CH3:25])[CH2:27][CH3:28])=[C:6]2[C:10]=1[N:9]=[C:8]1[N:11]([C:15]3[CH:20]=[CH:19][C:18]([Cl:21])=[CH:17][C:16]=3[Cl:22])[CH2:12][CH2:13][CH2:14][N:7]21. The catalyst class is: 130. (5) Reactant: [CH3:1][N:2]1[CH2:7][CH2:6][N:5]([CH3:8])[CH2:4][CH:3]1[CH2:9][O:10][C:11]1[CH:16]=[CH:15][C:14]([CH3:17])=[CH:13][C:12]=1[N+:18]([O-])=O.[Cl-].[NH4+]. Product: [CH3:1][N:2]1[CH2:7][CH2:6][N:5]([CH3:8])[CH2:4][CH:3]1[CH2:9][O:10][C:11]1[CH:16]=[CH:15][C:14]([CH3:17])=[CH:13][C:12]=1[NH2:18]. The catalyst class is: 284. (6) Reactant: [CH3:1][O:2][C:3]1([O:13][CH3:14])[CH2:8][CH2:7][C:6]([CH2:11][OH:12])([CH2:9][OH:10])[CH2:5][CH2:4]1.[S:15](Cl)([C:18]1[CH:24]=[CH:23][C:21]([CH3:22])=[CH:20][CH:19]=1)(=[O:17])=[O:16]. Product: [CH3:22][C:21]1[CH:23]=[CH:24][C:18]([S:15]([O:12][CH2:11][C:6]2([CH2:9][O:10][S:15]([C:18]3[CH:24]=[CH:23][C:21]([CH3:22])=[CH:20][CH:19]=3)(=[O:17])=[O:16])[CH2:5][CH2:4][C:3]([O:2][CH3:1])([O:13][CH3:14])[CH2:8][CH2:7]2)(=[O:17])=[O:16])=[CH:19][CH:20]=1. The catalyst class is: 436.